From a dataset of Catalyst prediction with 721,799 reactions and 888 catalyst types from USPTO. Predict which catalyst facilitates the given reaction. (1) Reactant: [OH:1][C:2]1[CH:27]=[CH:26][C:5]([CH2:6][NH:7][C:8]2[N:12]([C@@H:13]3[O:19][C@H:18]([CH2:20][OH:21])[C@@H:16]([OH:17])[C@H:14]3[OH:15])[C:11]3[CH:22]=[CH:23][CH:24]=[CH:25][C:10]=3[N:9]=2)=[CH:4][C:3]=1[O:28][CH2:29][CH2:30][CH2:31][CH2:32][OH:33].C(=O)([O-])[O-].[K+].[K+].[CH2:40](I)[CH3:41]. Product: [CH2:40]([O:1][C:2]1[CH:27]=[CH:26][C:5]([CH2:6][NH:7][C:8]2[N:12]([C@@H:13]3[O:19][C@H:18]([CH2:20][OH:21])[C@@H:16]([OH:17])[C@H:14]3[OH:15])[C:11]3[CH:22]=[CH:23][CH:24]=[CH:25][C:10]=3[N:9]=2)=[CH:4][C:3]=1[O:28][CH2:29][CH2:30][CH2:31][CH2:32][OH:33])[CH3:41]. The catalyst class is: 9. (2) Reactant: Cl[C:2]1[N:7]=[C:6]([C:8]([O:10][C:11]([CH3:14])([CH3:13])[CH3:12])=[O:9])[CH:5]=[C:4]([NH:15][C@@H:16]([CH3:21])[C:17]([O:19][CH3:20])=[O:18])[N:3]=1.[F:22][C:23]1[CH:44]=[CH:43][C:26]([O:27][C:28]2[CH:33]=[CH:32][C:31](B3OC(C)(C)C(C)(C)O3)=[CH:30][CH:29]=2)=[CH:25][CH:24]=1.C([O-])([O-])=O.[Na+].[Na+]. Product: [F:22][C:23]1[CH:44]=[CH:43][C:26]([O:27][C:28]2[CH:33]=[CH:32][C:31]([C:2]3[N:7]=[C:6]([C:8]([O:10][C:11]([CH3:14])([CH3:13])[CH3:12])=[O:9])[CH:5]=[C:4]([NH:15][C@@H:16]([CH3:21])[C:17]([O:19][CH3:20])=[O:18])[N:3]=3)=[CH:30][CH:29]=2)=[CH:25][CH:24]=1. The catalyst class is: 75. (3) Reactant: [CH3:1][C:2]([C:5]1[CH:10]=[CH:9][C:8]([O:11]CC2C=CC=CC=2)=[CH:7][N:6]=1)([CH3:4])[CH3:3]. Product: [CH3:4][C:2]([C:5]1[N:6]=[CH:7][C:8]([OH:11])=[CH:9][CH:10]=1)([CH3:1])[CH3:3]. The catalyst class is: 261. (4) Reactant: [N:1]1([C:6]([C:8]2[CH:23]=[CH:22][C:11]([CH2:12][C:13]3[CH:18]=[CH:17][C:16]([N+:19]([O-])=O)=[CH:15][CH:14]=3)=[CH:10][CH:9]=2)=[O:7])[CH2:5][CH2:4][CH2:3][CH2:2]1. Product: [N:1]1([C:6]([C:8]2[CH:23]=[CH:22][C:11]([CH2:12][C:13]3[CH:18]=[CH:17][C:16]([NH2:19])=[CH:15][CH:14]=3)=[CH:10][CH:9]=2)=[O:7])[CH2:2][CH2:3][CH2:4][CH2:5]1. The catalyst class is: 63. (5) Reactant: [CH:1]([C:4]1[NH:5][CH:6]=[C:7]([C:9]([CH3:20])([C:11]2[CH:16]=[CH:15][CH:14]=[C:13]([N+:17]([O-:19])=[O:18])[CH:12]=2)[CH3:10])[N:8]=1)([CH3:3])[CH3:2].[C:21](=O)([O-])[O-].[K+].[K+].IC. Product: [CH:1]([C:4]1[N:5]([CH3:21])[CH:6]=[C:7]([C:9]([CH3:10])([C:11]2[CH:16]=[CH:15][CH:14]=[C:13]([N+:17]([O-:19])=[O:18])[CH:12]=2)[CH3:20])[N:8]=1)([CH3:3])[CH3:2]. The catalyst class is: 1. (6) Reactant: [F:1][C:2]([F:26])([F:25])[C:3]1[CH:24]=[CH:23][CH:22]=[CH:21][C:4]=1[O:5][CH:6]1[CH2:11][CH2:10][N:9]([C:12]2[N:17]=[N:16][C:15]([C:18]([OH:20])=O)=[CH:14][CH:13]=2)[CH2:8][CH2:7]1.C[N:28](C(ON1N=NC2C=CC=NC1=2)=[N+](C)C)C.F[P-](F)(F)(F)(F)F.C1C=CC2N(O)N=NC=2C=1.[Cl-].[NH4+].C(N(CC)CC)C.C([O-])(O)=O.[Na+]. Product: [F:1][C:2]([F:25])([F:26])[C:3]1[CH:24]=[CH:23][CH:22]=[CH:21][C:4]=1[O:5][CH:6]1[CH2:7][CH2:8][N:9]([C:12]2[N:17]=[N:16][C:15]([C:18]([NH2:28])=[O:20])=[CH:14][CH:13]=2)[CH2:10][CH2:11]1. The catalyst class is: 248. (7) Reactant: [Br:1][C:2]1[CH:7]=[CH:6][C:5]([Cl:8])=[CH:4][C:3]=1[OH:9].[OH-].[Na+].[Br:12][CH2:13][CH2:14]Br. Product: [Br:1][C:2]1[CH:7]=[CH:6][C:5]([Cl:8])=[CH:4][C:3]=1[O:9][CH2:14][CH2:13][Br:12]. The catalyst class is: 6.